The task is: Regression. Given two drug SMILES strings and cell line genomic features, predict the synergy score measuring deviation from expected non-interaction effect.. This data is from NCI-60 drug combinations with 297,098 pairs across 59 cell lines. (1) Drug 1: CNC(=O)C1=CC=CC=C1SC2=CC3=C(C=C2)C(=NN3)C=CC4=CC=CC=N4. Drug 2: CC1C(C(=O)NC(C(=O)N2CCCC2C(=O)N(CC(=O)N(C(C(=O)O1)C(C)C)C)C)C(C)C)NC(=O)C3=C4C(=C(C=C3)C)OC5=C(C(=O)C(=C(C5=N4)C(=O)NC6C(OC(=O)C(N(C(=O)CN(C(=O)C7CCCN7C(=O)C(NC6=O)C(C)C)C)C)C(C)C)C)N)C. Cell line: SF-295. Synergy scores: CSS=19.4, Synergy_ZIP=4.35, Synergy_Bliss=8.65, Synergy_Loewe=9.98, Synergy_HSA=9.54. (2) Drug 1: C1CCC(C(C1)N)N.C(=O)(C(=O)[O-])[O-].[Pt+4]. Drug 2: C1C(C(OC1N2C=NC3=C2NC=NCC3O)CO)O. Cell line: RXF 393. Synergy scores: CSS=9.55, Synergy_ZIP=-2.51, Synergy_Bliss=-0.278, Synergy_Loewe=0.856, Synergy_HSA=1.09. (3) Drug 1: C1=CC(=CC=C1CCC2=CNC3=C2C(=O)NC(=N3)N)C(=O)NC(CCC(=O)O)C(=O)O. Drug 2: CC1=CC=C(C=C1)C2=CC(=NN2C3=CC=C(C=C3)S(=O)(=O)N)C(F)(F)F. Cell line: NCI-H460. Synergy scores: CSS=28.3, Synergy_ZIP=-0.612, Synergy_Bliss=-4.18, Synergy_Loewe=-28.3, Synergy_HSA=-4.95. (4) Drug 1: CC1C(C(=O)NC(C(=O)N2CCCC2C(=O)N(CC(=O)N(C(C(=O)O1)C(C)C)C)C)C(C)C)NC(=O)C3=C4C(=C(C=C3)C)OC5=C(C(=O)C(=C(C5=N4)C(=O)NC6C(OC(=O)C(N(C(=O)CN(C(=O)C7CCCN7C(=O)C(NC6=O)C(C)C)C)C)C(C)C)C)N)C. Drug 2: CC1=C(C=C(C=C1)NC(=O)C2=CC=C(C=C2)CN3CCN(CC3)C)NC4=NC=CC(=N4)C5=CN=CC=C5. Cell line: RPMI-8226. Synergy scores: CSS=40.3, Synergy_ZIP=8.90, Synergy_Bliss=5.69, Synergy_Loewe=10.5, Synergy_HSA=10.4. (5) Drug 1: C1=C(C(=O)NC(=O)N1)F. Drug 2: CC1CCC2CC(C(=CC=CC=CC(CC(C(=O)C(C(C(=CC(C(=O)CC(OC(=O)C3CCCCN3C(=O)C(=O)C1(O2)O)C(C)CC4CCC(C(C4)OC)OCCO)C)C)O)OC)C)C)C)OC. Cell line: HS 578T. Synergy scores: CSS=38.9, Synergy_ZIP=-5.44, Synergy_Bliss=-3.99, Synergy_Loewe=3.14, Synergy_HSA=3.99. (6) Drug 1: CC(C)CN1C=NC2=C1C3=CC=CC=C3N=C2N. Drug 2: C1C(C(OC1N2C=NC3=C2NC=NCC3O)CO)O. Cell line: NCI-H322M. Synergy scores: CSS=2.32, Synergy_ZIP=-0.826, Synergy_Bliss=-1.42, Synergy_Loewe=-0.970, Synergy_HSA=-1.69.